This data is from Peptide-MHC class II binding affinity with 134,281 pairs from IEDB. The task is: Regression. Given a peptide amino acid sequence and an MHC pseudo amino acid sequence, predict their binding affinity value. This is MHC class II binding data. (1) The peptide sequence is EKKYFAATQDEPLAA. The MHC is HLA-DPA10201-DPB10501 with pseudo-sequence HLA-DPA10201-DPB10501. The binding affinity (normalized) is 0.310. (2) The peptide sequence is EKIQKAFDDIAKYFSK. The binding affinity (normalized) is 0.424. The MHC is HLA-DPA10301-DPB10402 with pseudo-sequence HLA-DPA10301-DPB10402. (3) The peptide sequence is YYAIHKASPVLAFPA. The MHC is DRB1_0405 with pseudo-sequence DRB1_0405. The binding affinity (normalized) is 0.387.